Dataset: Forward reaction prediction with 1.9M reactions from USPTO patents (1976-2016). Task: Predict the product of the given reaction. (1) Given the reactants [C:1]([C:4]1[CH:9]=[CH:8][C:7]([NH:10][CH2:11][C:12]2[N:16]([CH3:17])[C:15]3[CH:18]=[CH:19][C:20]([C:22]([N:24]([C:32]4[CH:37]=[CH:36][CH:35]=[CH:34][N:33]=4)[CH2:25][CH2:26][C:27]([O:29][CH2:30][CH3:31])=[O:28])=[O:23])=[CH:21][C:14]=3[N:13]=2)=[CH:6][CH:5]=1)(=[NH:3])[NH2:2].Cl[C:39]([O:41][CH2:42][CH2:43][CH2:44][CH2:45][CH2:46][CH3:47])=[O:40], predict the reaction product. The product is: [CH3:47][CH2:46][CH2:45][CH2:44][CH2:43][CH2:42][O:41][C:39](/[N:3]=[C:1](\[NH2:2])/[C:4]1[CH:5]=[CH:6][C:7]([NH:10][CH2:11][C:12]2[N:16]([CH3:17])[C:15]3[CH:18]=[CH:19][C:20]([C:22]([N:24]([C:32]4[CH:37]=[CH:36][CH:35]=[CH:34][N:33]=4)[CH2:25][CH2:26][C:27]([O:29][CH2:30][CH3:31])=[O:28])=[O:23])=[CH:21][C:14]=3[N:13]=2)=[CH:8][CH:9]=1)=[O:40]. (2) Given the reactants Cl[C:2]1[N:3]=[N:4][C:5]([O:8][CH2:9][C:10]2[C:11]([C:16]3[CH:21]=[CH:20][CH:19]=[CH:18][CH:17]=3)=[N:12][O:13][C:14]=2[CH3:15])=[CH:6][CH:7]=1.[CH3:22][O:23][CH2:24][CH2:25][NH2:26].[C:27](=O)([O-])[O-:28].[Na+].[Na+], predict the reaction product. The product is: [CH3:22][O:23][CH2:24][CH2:25][NH:26][C:27]([C:2]1[N:3]=[N:4][C:5]([O:8][CH2:9][C:10]2[C:11]([C:16]3[CH:21]=[CH:20][CH:19]=[CH:18][CH:17]=3)=[N:12][O:13][C:14]=2[CH3:15])=[CH:6][CH:7]=1)=[O:28].